From a dataset of Full USPTO retrosynthesis dataset with 1.9M reactions from patents (1976-2016). Predict the reactants needed to synthesize the given product. (1) Given the product [CH3:18][C:8]1[CH:13]=[CH:12][C:11]([S:14]([O:5][CH2:4][CH2:3][C:2]([OH:7])([CH3:6])[CH3:1])(=[O:16])=[O:15])=[CH:10][CH:9]=1, predict the reactants needed to synthesize it. The reactants are: [CH3:1][C:2]([OH:7])([CH3:6])[CH2:3][CH2:4][OH:5].[C:8]1([CH3:18])[CH:13]=[CH:12][C:11]([S:14](Cl)(=[O:16])=[O:15])=[CH:10][CH:9]=1.O. (2) Given the product [C:17]([O:21][C:22]([N:24]1[CH2:28][CH2:27][CH2:26][CH2:25]1)=[O:23])([CH3:20])([CH3:18])[CH3:19], predict the reactants needed to synthesize it. The reactants are: C(C1C=CC(N)=CC=1)CC1C=CC(N)=CC=1.[C:17]([O:21][C:22]([N:24]1[CH2:28][CH2:27][CH2:26][CH:25]1C(O)=O)=[O:23])([CH3:20])([CH3:19])[CH3:18].C(OC(N1C2C(=CC=CC=2)C=CC1)=O)C. (3) The reactants are: C(OC([N:8]1[CH2:13][CH2:12][N:11]([C:14]([CH3:17])([CH3:16])[CH3:15])[CH2:10][CH:9]1[C:18]([OH:20])=O)=O)(C)(C)C.CN(C(ON1N=NC2C=CC=NC1=2)=[N+](C)C)C.F[P-](F)(F)(F)(F)F.C(O)(C(F)(F)F)=O.[Cl:52][C:53]1[CH:54]=[C:55]([NH:60][C:61]([N:63]2[CH2:68][CH2:67][N:66](C([C@H]3CN(C(C)C)CCN3)=O)[CH2:65][CH2:64]2)=[O:62])[CH:56]=[CH:57][C:58]=1[Cl:59]. Given the product [C:14]([N:11]1[CH2:12][CH2:13][NH:8][CH:9]([C:18]([N:66]2[CH2:65][CH2:64][N:63]([C:61]([NH:60][C:55]3[CH:56]=[CH:57][C:58]([Cl:59])=[C:53]([Cl:52])[CH:54]=3)=[O:62])[CH2:68][CH2:67]2)=[O:20])[CH2:10]1)([CH3:15])([CH3:16])[CH3:17], predict the reactants needed to synthesize it. (4) Given the product [C:1]([O:5][C:6]([NH:8][C@H:9]1[C@H:14]([O:15][S:34]([CH3:33])(=[O:36])=[O:35])[CH2:13][CH2:12][N:11]([C:16]([O:18][CH2:19][C:20]2[CH:25]=[CH:24][CH:23]=[CH:22][CH:21]=2)=[O:17])[CH2:10]1)=[O:7])([CH3:4])([CH3:2])[CH3:3], predict the reactants needed to synthesize it. The reactants are: [C:1]([O:5][C:6]([NH:8][C@H:9]1[C@H:14]([OH:15])[CH2:13][CH2:12][N:11]([C:16]([O:18][CH2:19][C:20]2[CH:25]=[CH:24][CH:23]=[CH:22][CH:21]=2)=[O:17])[CH2:10]1)=[O:7])([CH3:4])([CH3:3])[CH3:2].C(N(CC)CC)C.[CH3:33][S:34](Cl)(=[O:36])=[O:35]. (5) Given the product [OH:19][C:3]1[C:2]([OH:1])=[CH:7][CH:6]=[CH:5][C:4]=1[C:9]1[N:13]=[C:12]([CH2:14][CH2:15][C:16]([OH:18])=[O:17])[O:11][N:10]=1, predict the reactants needed to synthesize it. The reactants are: [OH:1][C:2]1[CH:3]=[C:4]([C:9]2[N:13]=[C:12]([CH2:14][CH2:15][C:16]([OH:18])=[O:17])[O:11][N:10]=2)[CH:5]=[C:6](O)[CH:7]=1.[OH:19]C1C=CC(O)=CC=1C1N=C(CCC(O)=O)ON=1.OC1C=CC=C(O)C=1C1N=C(CCC(O)=O)ON=1.OC1C(C2N=C(CCC(O)=O)ON=2)=C(C)C=C(OC)N=1. (6) The reactants are: [NH:1]1[C:9]2[C:4](=[CH:5][C:6]([NH:10][C:11]3[N:20]=[CH:19][C:18]([CH:21]4[CH2:23][CH2:22]4)=[CH:17][C:12]=3[C:13]([O:15][CH3:16])=[O:14])=[CH:7][CH:8]=2)[CH:3]=[CH:2]1.CC(C)([O-])C.[K+].Br.Br[CH2:32][C:33]1[CH:38]=[CH:37][CH:36]=[CH:35][N:34]=1.CN(C)C(=O)C. Given the product [CH:21]1([C:18]2[CH:19]=[N:20][C:11]([NH:10][C:6]3[CH:5]=[C:4]4[C:9](=[CH:8][CH:7]=3)[N:1]([CH2:32][C:33]3[CH:38]=[CH:37][CH:36]=[CH:35][N:34]=3)[CH:2]=[CH:3]4)=[C:12]([CH:17]=2)[C:13]([O:15][CH3:16])=[O:14])[CH2:23][CH2:22]1, predict the reactants needed to synthesize it.